Dataset: Catalyst prediction with 721,799 reactions and 888 catalyst types from USPTO. Task: Predict which catalyst facilitates the given reaction. (1) Product: [N:1]1[C:11]2[C:10]3[S:12][C:13]([C:15]4[N:28]=[CH:26][O:17][C:16]=4[C:18]4[CH:23]=[CH:22][CH:21]=[CH:20][C:19]=4[Cl:24])=[CH:14][C:9]=3[CH2:8][CH2:7][O:6][C:5]=2[CH:4]=[CH:3][CH:2]=1. The catalyst class is: 6. Reactant: [N:1]1[C:11]2[C:10]3[S:12][C:13]([CH:15](Br)[C:16]([C:18]4[CH:23]=[CH:22][CH:21]=[CH:20][C:19]=4[Cl:24])=[O:17])=[CH:14][C:9]=3[CH2:8][CH2:7][O:6][C:5]=2[CH:4]=[CH:3][CH:2]=1.[CH:26]([NH2:28])=O. (2) Product: [CH3:1][O:2][C:3]1[CH:4]=[C:5]2[C:10](=[CH:11][C:12]=1[O:13][CH3:14])[N:9]=[CH:8][CH:7]=[C:6]2[O:15][C:16]1[C:22]([CH3:23])=[CH:21][C:19]([NH:20][C:26](=[O:28])[O:43][CH:39]([CH2:38][CH3:37])[CH2:40][C:41]#[CH:42])=[C:18]([CH3:24])[CH:17]=1. Reactant: [CH3:1][O:2][C:3]1[CH:4]=[C:5]2[C:10](=[CH:11][C:12]=1[O:13][CH3:14])[N:9]=[CH:8][CH:7]=[C:6]2[O:15][C:16]1[C:22]([CH3:23])=[CH:21][C:19]([NH2:20])=[C:18]([CH3:24])[CH:17]=1.Cl[C:26](Cl)([O:28]C(=O)OC(Cl)(Cl)Cl)Cl.[CH3:37][CH2:38][CH:39]([OH:43])[CH2:40][C:41]#[CH:42].C(=O)(O)[O-].[Na+]. The catalyst class is: 208. (3) Reactant: [CH2:1]([C:8]([CH2:15][S:16][CH3:17])(C(O)=O)[C:9]([OH:11])=[O:10])[C:2]1[CH:7]=[CH:6][CH:5]=[CH:4][CH:3]=1.C(C(CSC)(C(OCC)=O)C(OCC)=O)C1C=CC=CC=1.CO.Cl. Product: [CH3:17][S:16][CH2:15][CH:8]([CH2:1][C:2]1[CH:3]=[CH:4][CH:5]=[CH:6][CH:7]=1)[C:9]([OH:11])=[O:10]. The catalyst class is: 6. (4) Reactant: [N-:1]=[N+:2]=[N-:3].[Na+].[CH2:5]([O:7][C:8]([C@:10]1([N:30]=[N+:31]=[N-:32])[C@@H:15](OS(C(F)(F)F)(=O)=O)[CH2:14][C@@H:13]2[C@H:11]1[C@@:12]2([F:29])[C:24]([O:26][CH2:27][CH3:28])=[O:25])=[O:9])[CH3:6].C(OCC)C. Product: [CH2:5]([O:7][C:8]([C@:10]1([N:30]=[N+:31]=[N-:32])[C@H:15]([N:1]=[N+:2]=[N-:3])[CH2:14][C@@H:13]2[C@H:11]1[C@@:12]2([F:29])[C:24]([O:26][CH2:27][CH3:28])=[O:25])=[O:9])[CH3:6]. The catalyst class is: 9. (5) Reactant: [C:1]1([C:7]2[C:8]3[C:13]([CH:14]=[C:15]4[C:20]=2[CH:19]=[CH:18][CH:17]=[CH:16]4)=[CH:12][CH:11]=[CH:10][CH:9]=3)[CH:6]=[CH:5][CH:4]=[CH:3][CH:2]=1.[Br:21]C1CC(=O)NC1=O. Product: [Br:21][C:14]1[C:15]2[C:20]([C:7]([C:1]3[CH:2]=[CH:3][CH:4]=[CH:5][CH:6]=3)=[C:8]3[C:13]=1[CH:12]=[CH:11][CH:10]=[CH:9]3)=[CH:19][CH:18]=[CH:17][CH:16]=2. The catalyst class is: 9.